This data is from Catalyst prediction with 721,799 reactions and 888 catalyst types from USPTO. The task is: Predict which catalyst facilitates the given reaction. (1) The catalyst class is: 1. Product: [C:9]([C:8]1[CH:11]=[CH:12][C:13]([C:15]2[CH:35]=[CH:34][C:18]3[S:19][C:20]([C:26]4[CH:31]=[C:30]([Cl:32])[CH:29]=[C:28]([Cl:33])[CH:27]=4)([C:22]([F:25])([F:23])[F:24])[CH2:21][C:17]=3[CH:16]=2)=[CH:14][C:7]=1[NH:6][C:1](=[O:4])[CH2:2][CH3:3])#[N:10]. Reactant: [C:1](Cl)(=[O:4])[CH2:2][CH3:3].[NH2:6][C:7]1[CH:14]=[C:13]([C:15]2[CH:35]=[CH:34][C:18]3[S:19][C:20]([C:26]4[CH:31]=[C:30]([Cl:32])[CH:29]=[C:28]([Cl:33])[CH:27]=4)([C:22]([F:25])([F:24])[F:23])[CH2:21][C:17]=3[CH:16]=2)[CH:12]=[CH:11][C:8]=1[C:9]#[N:10].O. (2) Reactant: [C:1]([NH:4][C:5]1[CH:6]=[C:7]([CH:11]=[CH:12][C:13]=1[Cl:14])[C:8]([OH:10])=[O:9])(=[O:3])[CH3:2].C(=O)([O-])[O-].[K+].[K+].S(OCC)(O[CH2:25][CH3:26])(=O)=O. Product: [C:1]([NH:4][C:5]1[CH:6]=[C:7]([CH:11]=[CH:12][C:13]=1[Cl:14])[C:8]([O:10][CH2:25][CH3:26])=[O:9])(=[O:3])[CH3:2]. The catalyst class is: 3. (3) Reactant: C[O:2][C:3](=O)[C:4]1[C:9]([O:10][C:11]2[CH:16]=[CH:15][CH:14]=[CH:13][CH:12]=2)=[CH:8][CH:7]=[CH:6][C:5]=1[CH2:17][N:18]([CH2:29][C:30]([O:32][CH3:33])=[O:31])S(C1C=CC(C)=CC=1)(=O)=O.C[O-].[Na+]. Product: [CH3:33][O:32][C:30]([C:29]1[N:18]=[CH:17][C:5]2[C:4]([C:3]=1[OH:2])=[C:9]([O:10][C:11]1[CH:16]=[CH:15][CH:14]=[CH:13][CH:12]=1)[CH:8]=[CH:7][CH:6]=2)=[O:31]. The catalyst class is: 5. (4) Reactant: [CH2:1]([O:8][C:9]([N:11]([CH3:33])[N:12]1[C:21]([C:22]([OH:24])=[O:23])=[C:20]([C:25]2[CH:30]=[CH:29][CH:28]=[CH:27][CH:26]=2)[C:19]2[C:14](=[CH:15][CH:16]=[C:17]([Cl:31])[CH:18]=2)[C:13]1=[O:32])=[O:10])[C:2]1[CH:7]=[CH:6][CH:5]=[CH:4][CH:3]=1.C1(P(C2C=CC=CC=2)C2C=CC=CC=2)C=CC=CC=1.[CH2:53](O)[C:54]1[CH:59]=[CH:58][CH:57]=[CH:56][CH:55]=1.N(C(OCC)=O)=NC(OCC)=O. Product: [CH2:53]([O:23][C:22]([C:21]1[N:12]([N:11]([C:9]([O:8][CH2:1][C:2]2[CH:7]=[CH:6][CH:5]=[CH:4][CH:3]=2)=[O:10])[CH3:33])[C:13](=[O:32])[C:14]2[C:19]([C:20]=1[C:25]1[CH:30]=[CH:29][CH:28]=[CH:27][CH:26]=1)=[CH:18][C:17]([Cl:31])=[CH:16][CH:15]=2)=[O:24])[C:54]1[CH:59]=[CH:58][CH:57]=[CH:56][CH:55]=1. The catalyst class is: 1. (5) Reactant: [F:1][C:2]1[CH:21]=[CH:20][C:5]([C:6]([NH:8][C:9]2[C:17]([O:18][CH3:19])=[CH:16][CH:15]=[CH:14][C:10]=2[C:11]([NH2:13])=[O:12])=O)=[CH:4][CH:3]=1. Product: [F:1][C:2]1[CH:21]=[CH:20][C:5]([C:6]2[NH:13][C:11](=[O:12])[C:10]3[C:9](=[C:17]([O:18][CH3:19])[CH:16]=[CH:15][CH:14]=3)[N:8]=2)=[CH:4][CH:3]=1. The catalyst class is: 74. (6) Reactant: [C:1]([O:5][C:6]([NH:8][CH2:9][C:10]1[CH:18]=[CH:17][C:13]([C:14]([OH:16])=O)=[CH:12][C:11]=1[CH3:19])=[O:7])([CH3:4])([CH3:3])[CH3:2].C(N(CC)CC)C.[CH3:27][C:28]1[O:37][C:36]2[C:35]3[CH:38]=[CH:39][CH:40]=[CH:41][C:34]=3[NH:33][CH2:32][CH2:31][C:30]=2[N:29]=1. Product: [C:1]([O:5][C:6](=[O:7])[NH:8][CH2:9][C:10]1[CH:18]=[CH:17][C:13]([C:14]([N:33]2[CH2:32][CH2:31][C:30]3[N:29]=[C:28]([CH3:27])[O:37][C:36]=3[C:35]3[CH:38]=[CH:39][CH:40]=[CH:41][C:34]2=3)=[O:16])=[CH:12][C:11]=1[CH3:19])([CH3:2])([CH3:3])[CH3:4]. The catalyst class is: 154.